Dataset: Forward reaction prediction with 1.9M reactions from USPTO patents (1976-2016). Task: Predict the product of the given reaction. (1) Given the reactants [CH:1]([NH:4]C(C)C)(C)[CH3:2].CCCCCC.C([Li])CCC.[N:19]1([C:30]([O:32][C:33]([CH3:36])([CH3:35])[CH3:34])=[O:31])[CH2:24][CH2:23][CH:22]([C:25]([O:27][CH2:28][CH3:29])=[O:26])[CH2:21][CH2:20]1.BrCC#N, predict the reaction product. The product is: [C:1]([CH2:2][C:22]1([C:25]([O:27][CH2:28][CH3:29])=[O:26])[CH2:21][CH2:20][N:19]([C:30]([O:32][C:33]([CH3:35])([CH3:34])[CH3:36])=[O:31])[CH2:24][CH2:23]1)#[N:4]. (2) Given the reactants [C:1]([C:5]1[N:9]([CH2:10][CH:11]2[CH2:16][CH2:15][C:14]([F:18])([F:17])[CH2:13][CH2:12]2)[C:8]2[CH:19]=[CH:20][C:21]([S:23](Cl)(=[O:25])=[O:24])=[CH:22][C:7]=2[N:6]=1)([CH3:4])([CH3:3])[CH3:2].[NH:27]1[CH2:30][CH:29]([NH:31][C:32](=[O:38])[O:33][C:34]([CH3:37])([CH3:36])[CH3:35])[CH2:28]1, predict the reaction product. The product is: [C:34]([O:33][C:32](=[O:38])[NH:31][CH:29]1[CH2:30][N:27]([S:23]([C:21]2[CH:20]=[CH:19][C:8]3[N:9]([CH2:10][CH:11]4[CH2:16][CH2:15][C:14]([F:18])([F:17])[CH2:13][CH2:12]4)[C:5]([C:1]([CH3:4])([CH3:3])[CH3:2])=[N:6][C:7]=3[CH:22]=2)(=[O:25])=[O:24])[CH2:28]1)([CH3:37])([CH3:35])[CH3:36]. (3) Given the reactants [NH2:1][C:2]1[CH:3]=[C:4]2[C:9](=[CH:10][CH:11]=1)[N:8]=[CH:7][CH:6]=[CH:5]2.[F:12][C:13]([F:25])([F:24])[O:14][C:15]1[CH:20]=[CH:19][C:18]([N:21]=[C:22]=[O:23])=[CH:17][CH:16]=1, predict the reaction product. The product is: [N:8]1[C:9]2[C:4](=[CH:3][C:2]([NH:1][C:22]([NH:21][C:18]3[CH:19]=[CH:20][C:15]([O:14][C:13]([F:12])([F:24])[F:25])=[CH:16][CH:17]=3)=[O:23])=[CH:11][CH:10]=2)[CH:5]=[CH:6][CH:7]=1. (4) Given the reactants [Cl:1][C:2]1[CH:14]=[CH:13][C:12]2[C:11]3[C:6](=[CH:7][C:8]([Cl:15])=[CH:9][CH:10]=3)[NH:5][C:4]=2[CH:3]=1.C([O-])([O-])=O.[K+].[K+].Br[CH2:23][CH2:24][CH2:25][CH2:26][CH2:27][CH2:28][CH2:29][CH2:30][CH2:31][CH2:32][CH2:33][CH2:34][CH2:35][CH2:36][CH2:37][CH2:38][CH2:39][CH3:40].O, predict the reaction product. The product is: [CH3:40][CH2:39][CH2:38][CH2:37][CH2:36][CH2:35][CH2:34][CH2:33][CH2:32][CH2:31][CH2:30][CH2:29][CH2:28][CH2:27][CH2:26][CH2:25][CH2:24][CH3:23].[Cl:1][C:2]1[CH:14]=[CH:13][C:12]2[C:11]3[C:6](=[CH:7][C:8]([Cl:15])=[CH:9][CH:10]=3)[NH:5][C:4]=2[CH:3]=1. (5) Given the reactants [CH3:1][N:2]1[CH2:6][CH2:5][NH:4][C:3]1=[O:7].[H-].[Na+].Cl[CH2:11][C:12]1[CH:13]=[CH:14][C:15]([C:18]2[S:26][C:25]3[C:20](=[N:21][CH:22]=[CH:23][C:24]=3[O:27][C:28]3[CH:33]=[CH:32][C:31]([NH:34][C:35]([NH:37][CH:38]4[CH2:40][CH2:39]4)=[O:36])=[CH:30][C:29]=3[F:41])[CH:19]=2)=[N:16][CH:17]=1.O, predict the reaction product. The product is: [CH:38]1([NH:37][C:35]([NH:34][C:31]2[CH:32]=[CH:33][C:28]([O:27][C:24]3[CH:23]=[CH:22][N:21]=[C:20]4[CH:19]=[C:18]([C:15]5[CH:14]=[CH:13][C:12]([CH2:11][N:4]6[CH2:5][CH2:6][N:2]([CH3:1])[C:3]6=[O:7])=[CH:17][N:16]=5)[S:26][C:25]=34)=[C:29]([F:41])[CH:30]=2)=[O:36])[CH2:39][CH2:40]1. (6) Given the reactants [CH3:1][C:2]1[CH:3]=[C:4]([CH:9]=[CH:10][C:11]#[N:12])[CH:5]=[CH:6][C:7]=1[CH3:8].CS(O)(=O)=O, predict the reaction product. The product is: [CH3:1][C:2]1[CH:3]=[C:4]([CH2:9][CH2:10][CH2:11][NH2:12])[CH:5]=[CH:6][C:7]=1[CH3:8]. (7) Given the reactants Cl[C:2]1[C:7]([CH2:8][CH:9]([C:16]2[CH:17]=[N:18][CH:19]=[CH:20][CH:21]=2)[C:10]2[CH:11]=[N:12][CH:13]=[CH:14][CH:15]=2)=[CH:6][CH:5]=[CH:4][N:3]=1.[CH3:22][NH:23][C:24]1[CH:25]=[N:26][CH:27]=[CH:28][CH:29]=1.CC(C)([O-])C.[Na+], predict the reaction product. The product is: [N:12]1[CH:13]=[CH:14][CH:15]=[C:10]([CH:9]([C:16]2[CH:17]=[N:18][CH:19]=[CH:20][CH:21]=2)[CH2:8][C:7]2[C:2]([N:23]([CH3:22])[C:24]3[CH:25]=[N:26][CH:27]=[CH:28][CH:29]=3)=[N:3][CH:4]=[CH:5][CH:6]=2)[CH:11]=1.